From a dataset of Reaction yield outcomes from USPTO patents with 853,638 reactions. Predict the reaction yield, written as a fraction of the theoretical maximum amount of product (1.0 means a 100% yield; for example, 0.34 means a 34% yield). (1) The reactants are Cl[CH2:2][CH2:3][C:4]([C:6]1[S:7][CH:8]=[CH:9][CH:10]=1)=[O:5].C(N(CC)CC)C. The catalyst is C(OCC)C. The product is [S:7]1[CH:8]=[CH:9][CH:10]=[C:6]1[C:4](=[O:5])[CH:3]=[CH2:2]. The yield is 0.990. (2) The reactants are [CH3:1][O:2][C:3](=[O:11])[CH2:4][CH2:5][CH2:6][C:7]#[C:8][CH2:9]O.C1(P(C2C=CC=CC=2)C2C=CC=CC=2)C=CC=CC=1.N1C=CN=C1.[I:36]I. The catalyst is ClCCl. The product is [CH3:1][O:2][C:3](=[O:11])[CH2:4][CH2:5][CH2:6][C:7]#[C:8][CH2:9][I:36]. The yield is 0.830. (3) The reactants are [CH3:1][O:2][C:3]1[CH:8]=[CH:7][C:6]([C:9]2[CH:17]=[CH:16][CH:15]=[C:14]3[C:10]=2[CH2:11][C:12](=[O:18])[NH:13]3)=[CH:5][CH:4]=1.[CH3:19][C@H:20]1[NH:25][C@@H:24]([CH3:26])[CH2:23][N:22]([C:27]([C:29]2[C:30]([CH3:37])=[C:31]([CH:35]=O)[NH:32][C:33]=2[CH3:34])=[O:28])[CH2:21]1. The catalyst is C(O)C.N1CCCCC1. The product is [CH3:19][C@H:20]1[NH:25][C@@H:24]([CH3:26])[CH2:23][N:22]([C:27]([C:29]2[C:30]([CH3:37])=[C:31]([CH:35]=[C:11]3[C:10]4[C:14](=[CH:15][CH:16]=[CH:17][C:9]=4[C:6]4[CH:7]=[CH:8][C:3]([O:2][CH3:1])=[CH:4][CH:5]=4)[NH:13][C:12]3=[O:18])[NH:32][C:33]=2[CH3:34])=[O:28])[CH2:21]1. The yield is 0.730.